Dataset: Tyrosyl-DNA phosphodiesterase HTS with 341,365 compounds. Task: Binary Classification. Given a drug SMILES string, predict its activity (active/inactive) in a high-throughput screening assay against a specified biological target. (1) The molecule is O=C(Nc1ccc(Oc2cccnc2)cc1)C1CCN(CC1)Cc1cc(ccc1)C(=O)C. The result is 0 (inactive). (2) The molecule is S(=O)(=O)(N1CCN(S(=O)(=O)c2c(cc(OC)cc2)C)CCC1)c1c(cc(OC)cc1)C. The result is 0 (inactive).